The task is: Predict which catalyst facilitates the given reaction.. This data is from Catalyst prediction with 721,799 reactions and 888 catalyst types from USPTO. (1) Reactant: [CH2:1]([O:3][C:4]1[CH:5]=[C:6]([NH:10][C:11]([C:13]2[CH:18]=[CH:17][C:16]([CH3:19])=[CH:15][CH:14]=2)=[NH:12])[CH:7]=[CH:8][CH:9]=1)[CH3:2].C(=O)(O)[O-].[Na+].Br[CH2:26][C:27](=O)[C:28]([O:30][CH2:31][CH3:32])=[O:29]. Product: [CH2:1]([O:3][C:4]1[CH:5]=[C:6]([N:10]2[CH:26]=[C:27]([C:28]([O:30][CH2:31][CH3:32])=[O:29])[N:12]=[C:11]2[C:13]2[CH:14]=[CH:15][C:16]([CH3:19])=[CH:17][CH:18]=2)[CH:7]=[CH:8][CH:9]=1)[CH3:2]. The catalyst class is: 12. (2) Reactant: [F:1][C:2]1[CH:25]=[CH:24][CH:23]=[CH:22][C:3]=1[CH2:4][N:5]1[C:9]2=[N:10][CH:11]=[CH:12][CH:13]=[C:8]2[C:7]([C:14]2[N:19]=[C:18]([NH2:20])[C:17]([NH2:21])=[CH:16][N:15]=2)=[N:6]1.[F:26][C:27]([F:37])([F:36])[CH2:28][N:29]1[CH2:34][CH2:33][C:32](=O)[CH2:31][CH2:30]1.C([BH3-])#N.[Na+].C(=O)([O-])O.[Na+]. Product: [F:1][C:2]1[CH:25]=[CH:24][CH:23]=[CH:22][C:3]=1[CH2:4][N:5]1[C:9]2=[N:10][CH:11]=[CH:12][CH:13]=[C:8]2[C:7]([C:14]2[N:19]=[C:18]([NH2:20])[C:17]([NH:21][CH:32]3[CH2:31][CH2:30][N:29]([CH2:28][C:27]([F:37])([F:26])[F:36])[CH2:34][CH2:33]3)=[CH:16][N:15]=2)=[N:6]1. The catalyst class is: 130. (3) Reactant: [F:1][CH:2]([F:33])[C:3]1[N:7]([C:8]2[CH:13]=[C:12]([N:14]3[CH2:19][CH2:18][O:17][CH2:16][CH2:15]3)[N:11]=[C:10]([NH:20][C@H:21]3[CH2:26][CH2:25][C@H:24]([NH2:27])[CH2:23][CH2:22]3)[N:9]=2)[C:6]2[CH:28]=[C:29]([CH3:32])[CH:30]=[CH:31][C:5]=2[N:4]=1.C(N(CC)CC)C.Cl[CH2:42][CH2:43][CH2:44][C:45](Cl)=[O:46]. Product: [F:33][CH:2]([F:1])[C:3]1[N:7]([C:8]2[CH:13]=[C:12]([N:14]3[CH2:15][CH2:16][O:17][CH2:18][CH2:19]3)[N:11]=[C:10]([NH:20][C@H:21]3[CH2:22][CH2:23][C@H:24]([N:27]4[CH2:42][CH2:43][CH2:44][C:45]4=[O:46])[CH2:25][CH2:26]3)[N:9]=2)[C:6]2[CH:28]=[C:29]([CH3:32])[CH:30]=[CH:31][C:5]=2[N:4]=1. The catalyst class is: 2.